Dataset: Catalyst prediction with 721,799 reactions and 888 catalyst types from USPTO. Task: Predict which catalyst facilitates the given reaction. Reactant: [O:1]([CH2:8][C:9]([OH:11])=O)[C:2]1[CH:7]=[CH:6][CH:5]=[CH:4][CH:3]=1.ON1C2C=CC=CC=2N=N1.C(N=C=NCCCN(C)C)C.CN1CCOCC1.[NH2:40][C:41]1[CH:46]=[CH:45][CH:44]=[CH:43][C:42]=1[NH:47][C:48]([C:50]1[S:51][C:52]2[CH2:53][NH:54][CH2:55][CH2:56][C:57]=2[N:58]=1)=[O:49]. Product: [NH2:40][C:41]1[CH:46]=[CH:45][CH:44]=[CH:43][C:42]=1[NH:47][C:48]([C:50]1[S:51][C:52]2[CH2:53][N:54]([C:9](=[O:11])[CH2:8][O:1][C:2]3[CH:3]=[CH:4][CH:5]=[CH:6][CH:7]=3)[CH2:55][CH2:56][C:57]=2[N:58]=1)=[O:49]. The catalyst class is: 3.